From a dataset of Reaction yield outcomes from USPTO patents with 853,638 reactions. Predict the reaction yield, written as a fraction of the theoretical maximum amount of product (1.0 means a 100% yield; for example, 0.34 means a 34% yield). (1) The reactants are [Cl:1][C:2]1[CH:20]=[CH:19][CH:18]=[C:17]([Cl:21])[C:3]=1[CH2:4][N:5]1[C:10](=[O:11])[CH2:9][NH:8][C:7]2[N:12]=[CH:13][C:14](I)=[CH:15][C:6]1=2.[N:22]1([CH:27]2[CH2:32][CH2:31][N:30]([C:33]([C:35]3[CH:40]=[CH:39][C:38](B4OC(C)(C)C(C)(C)O4)=[CH:37][CH:36]=3)=[O:34])[CH2:29][CH2:28]2)[CH2:26][CH2:25][CH2:24][CH2:23]1. No catalyst specified. The product is [Cl:1][C:2]1[CH:20]=[CH:19][CH:18]=[C:17]([Cl:21])[C:3]=1[CH2:4][N:5]1[C:10](=[O:11])[CH2:9][NH:8][C:7]2[N:12]=[CH:13][C:14]([C:38]3[CH:39]=[CH:40][C:35]([C:33]([N:30]4[CH2:29][CH2:28][CH:27]([N:22]5[CH2:23][CH2:24][CH2:25][CH2:26]5)[CH2:32][CH2:31]4)=[O:34])=[CH:36][CH:37]=3)=[CH:15][C:6]1=2. The yield is 0.350. (2) The reactants are Br[C:2]1[CH:3]=[C:4]([N:8]2[C:16]3[CH:15]=[C:14]([N:17]4[CH2:21][CH2:20][CH2:19][CH2:18]4)[N:13]=[CH:12][C:11]=3[C:10]([C:22]([NH2:24])=[O:23])=[N:9]2)[CH:5]=[CH:6][CH:7]=1.[C:25]([C@:27]1([OH:34])[CH2:31][CH2:30][N:29]([CH3:32])[C:28]1=[O:33])#[CH:26]. No catalyst specified. The product is [OH:34][C@@:27]1([C:25]#[C:26][C:2]2[CH:3]=[C:4]([N:8]3[C:16]4[CH:15]=[C:14]([N:17]5[CH2:18][CH2:19][CH2:20][CH2:21]5)[N:13]=[CH:12][C:11]=4[C:10]([C:22]([NH2:24])=[O:23])=[N:9]3)[CH:5]=[CH:6][CH:7]=2)[CH2:31][CH2:30][N:29]([CH3:32])[C:28]1=[O:33]. The yield is 0.230.